From a dataset of Reaction yield outcomes from USPTO patents with 853,638 reactions. Predict the reaction yield, written as a fraction of the theoretical maximum amount of product (1.0 means a 100% yield; for example, 0.34 means a 34% yield). (1) The reactants are [CH3:1][CH:2]1[CH:6]([C:7]2[N:11]3[C:12]4[CH:18]=[CH:17][N:16]([CH2:19][O:20][CH2:21][CH2:22][Si:23]([CH3:26])([CH3:25])[CH3:24])[C:13]=4[N:14]=[CH:15][C:10]3=[N:9][CH:8]=2)[CH2:5][CH:4]([NH2:27])[CH2:3]1.CCN(C(C)C)C(C)C.[CH:37]1([S:40](Cl)(=[O:42])=[O:41])[CH2:39][CH2:38]1.CO. The catalyst is C(Cl)Cl. The product is [CH3:1][CH:2]1[CH:6]([C:7]2[N:11]3[C:12]4[CH:18]=[CH:17][N:16]([CH2:19][O:20][CH2:21][CH2:22][Si:23]([CH3:26])([CH3:25])[CH3:24])[C:13]=4[N:14]=[CH:15][C:10]3=[N:9][CH:8]=2)[CH2:5][CH:4]([NH:27][S:40]([CH:37]2[CH2:39][CH2:38]2)(=[O:42])=[O:41])[CH2:3]1. The yield is 0.520. (2) The yield is 0.533. The product is [CH3:2][N:1]([C:17]([O:16][CH2:15][CH2:14][O:13][C:7](=[O:12])[CH2:8][CH2:9][CH2:10][CH3:11])=[O:18])[CH2:3][C:4]([OH:6])=[O:5]. No catalyst specified. The reactants are [NH:1]([CH2:3][C:4]([OH:6])=[O:5])[CH3:2].[C:7]([O:13][CH2:14][CH2:15][O:16][C:17](ON1C(=O)CCC1=O)=[O:18])(=[O:12])[CH2:8][CH2:9][CH2:10][CH3:11]. (3) The reactants are [CH:1]1([NH2:4])[CH2:3][CH2:2]1.[CH3:5][C:6]1[CH:7]=[C:8]([NH:13][C:14]([C:16]2[C:17]([S:22][CH2:23][C:24]3[CH:29]=[CH:28][N:27]=[C:26](S(C)=O)[N:25]=3)=[N:18][CH:19]=[CH:20][CH:21]=2)=[O:15])[CH:9]=[C:10]([CH3:12])[CH:11]=1.C(O)C. The catalyst is C(OCC)(=O)C. The product is [CH:1]1([NH:4][C:26]2[N:25]=[C:24]([CH2:23][S:22][C:17]3[C:16]([C:14]([NH:13][C:8]4[CH:9]=[C:10]([CH3:12])[CH:11]=[C:6]([CH3:5])[CH:7]=4)=[O:15])=[CH:21][CH:20]=[CH:19][N:18]=3)[CH:29]=[CH:28][N:27]=2)[CH2:3][CH2:2]1. The yield is 0.670.